Dataset: CYP2C19 inhibition data for predicting drug metabolism from PubChem BioAssay. Task: Regression/Classification. Given a drug SMILES string, predict its absorption, distribution, metabolism, or excretion properties. Task type varies by dataset: regression for continuous measurements (e.g., permeability, clearance, half-life) or binary classification for categorical outcomes (e.g., BBB penetration, CYP inhibition). Dataset: cyp2c19_veith. (1) The molecule is CC(=O)S[C@@H]1CC2=CC(=O)CC[C@@]2(C)[C@H]2CC[C@]3(C)[C@H](CC[C@@]34CCC(=O)O4)[C@@H]21. The result is 0 (non-inhibitor). (2) The drug is Cc1ccccc1NC1=NC(=S)N(c2ccccc2)C12CCOC(C)(C)C2. The result is 0 (non-inhibitor). (3) The molecule is CCn1c(-c2ccccc2Cl)nn(CC(=O)Nc2ccc(OC)cc2)c1=S. The result is 1 (inhibitor). (4) The result is 0 (non-inhibitor). The compound is NCCc1ccc(S(=O)(=O)O)cc1[N+](=O)[O-]. (5) The compound is COCCn1c(=O)cnc2cnc(OC)nc21. The result is 0 (non-inhibitor).